Dataset: Reaction yield outcomes from USPTO patents with 853,638 reactions. Task: Predict the reaction yield, written as a fraction of the theoretical maximum amount of product (1.0 means a 100% yield; for example, 0.34 means a 34% yield). (1) The reactants are Br[C:2]1[CH:7]=[C:6]([O:8][CH:9]2[CH2:14][CH2:13][N:12]([CH3:15])[CH2:11][CH2:10]2)[N:5]=[C:4]([C:16]([O:18][CH3:19])=[O:17])[CH:3]=1.[CH2:20]([NH:22][C:23]([NH:25][C:26]1[CH:31]=[C:30]([C:32]2[S:33][CH:34]=[C:35]([C:37]([F:40])([F:39])[F:38])[N:36]=2)[C:29](B2OC(C)(C)C(C)(C)O2)=[CH:28][N:27]=1)=[O:24])[CH3:21].[O-]P([O-])([O-])=O.[K+].[K+].[K+]. The product is [CH2:20]([NH:22][C:23](=[O:24])[NH:25][C:26]1[N:27]=[CH:28][C:29]([C:2]2[CH:7]=[C:6]([O:8][CH:9]3[CH2:14][CH2:13][N:12]([CH3:15])[CH2:11][CH2:10]3)[N:5]=[C:4]([C:16]([O:18][CH3:19])=[O:17])[CH:3]=2)=[C:30]([C:32]2[S:33][CH:34]=[C:35]([C:37]([F:40])([F:39])[F:38])[N:36]=2)[CH:31]=1)[CH3:21]. The catalyst is C1C=CC([P]([Pd]([P](C2C=CC=CC=2)(C2C=CC=CC=2)C2C=CC=CC=2)([P](C2C=CC=CC=2)(C2C=CC=CC=2)C2C=CC=CC=2)[P](C2C=CC=CC=2)(C2C=CC=CC=2)C2C=CC=CC=2)(C2C=CC=CC=2)C2C=CC=CC=2)=CC=1.O1CCOCC1. The yield is 0.363. (2) The reactants are [C:1]1([CH2:7][C:8]([OH:10])=[O:9])[CH:6]=[CH:5][CH:4]=[CH:3][CH:2]=1.[OH-].[Na+].Br[CH2:14][C:15]([C:17]1[CH:22]=[CH:21][C:20]([S:23][CH3:24])=[C:19]([F:25])[CH:18]=1)=O.S(=O)(=O)(O)O. The catalyst is CN(C)C=O.C(Cl)Cl.C(OCC)(=O)C. The product is [F:25][C:19]1[CH:18]=[C:17]([C:15]2[CH2:14][O:9][C:8](=[O:10])[C:7]=2[C:1]2[CH:6]=[CH:5][CH:4]=[CH:3][CH:2]=2)[CH:22]=[CH:21][C:20]=1[S:23][CH3:24]. The yield is 0.310. (3) The product is [F:34][C:35]1[CH:42]=[CH:41][CH:40]=[CH:39][C:36]=1[CH2:37][N:27]1[CH2:28][CH2:29][CH:24]([N:11]2[CH:10]=[N:9][C:8]3[C:12]2=[N:13][C:14]([C:16]2[CH:17]=[C:18]([CH2:22][OH:23])[CH:19]=[CH:20][CH:21]=2)=[N:15][C:7]=3[N:1]2[CH2:6][CH2:5][O:4][CH2:3][CH2:2]2)[CH2:25][CH2:26]1. The reactants are [N:1]1([C:7]2[N:15]=[C:14]([C:16]3[CH:17]=[C:18]([CH2:22][OH:23])[CH:19]=[CH:20][CH:21]=3)[N:13]=[C:12]3[C:8]=2[N:9]=[CH:10][N:11]3[CH:24]2[CH2:29][CH2:28][NH:27][CH2:26][CH2:25]2)[CH2:6][CH2:5][O:4][CH2:3][CH2:2]1.[BH3-]C#N.[Na+].[F:34][C:35]1[CH:42]=[CH:41][CH:40]=[CH:39][C:36]=1[CH:37]=O. The catalyst is CO.[Cl-].[Zn+2].[Cl-]. The yield is 0.171. (4) The reactants are [Br:1][C:2]1[CH:3]=[CH:4][C:5]2[C@@:11]3([CH2:20][OH:21])[CH2:12][CH2:13][C:14]4([CH2:19][C@H:10]3[CH2:9][CH2:8][O:7][C:6]=2[CH:22]=1)[O:18][CH2:17][CH2:16][O:15]4.[Br:23][C:24]1[CH:25]=[CH:26][C:27]2[C@:33]3([CH2:42][OH:43])[CH2:34][CH2:35][C:36]4([CH2:41][C@@H:32]3[CH2:31][CH2:30][O:29][C:28]=2[CH:44]=1)[O:40][CH2:39][CH2:38][O:37]4.CC(OI1(OC(C)=O)(OC(C)=O)OC(=O)C2C=CC=CC1=2)=O. The catalyst is C(Cl)Cl.CCOCC. The yield is 0.800. The product is [Br:1][C:2]1[CH:3]=[CH:4][C:5]2[C@@:11]3([CH:20]=[O:21])[CH2:12][CH2:13][C:14]4([CH2:19][C@H:10]3[CH2:9][CH2:8][O:7][C:6]=2[CH:22]=1)[O:18][CH2:17][CH2:16][O:15]4.[Br:23][C:24]1[CH:25]=[CH:26][C:27]2[C@:33]3([CH:42]=[O:43])[CH2:34][CH2:35][C:36]4([CH2:41][C@@H:32]3[CH2:31][CH2:30][O:29][C:28]=2[CH:44]=1)[O:40][CH2:39][CH2:38][O:37]4.